This data is from Catalyst prediction with 721,799 reactions and 888 catalyst types from USPTO. The task is: Predict which catalyst facilitates the given reaction. (1) Reactant: C[Al](C)C.[Cl:5][C:6]1[CH:7]=[CH:8][C:9]([NH2:12])=[N:10][CH:11]=1.[Si:13]([O:20][CH2:21][C@H:22]([O:24][CH2:25][C@H:26]([O:31][C:32]1[N:37]=[CH:36][N:35]=[C:34]2[N:38]([C:41]3[C:46]([Cl:47])=[CH:45][CH:44]=[CH:43][N:42]=3)[N:39]=[CH:40][C:33]=12)[C:27](OC)=[O:28])[CH3:23])([C:16]([CH3:19])([CH3:18])[CH3:17])([CH3:15])[CH3:14].C(C(C(C([O-])=O)O)O)([O-])=O.[K+].[Na+]. Product: [Si:13]([O:20][CH2:21][C@H:22]([O:24][CH2:25][C@H:26]([O:31][C:32]1[N:37]=[CH:36][N:35]=[C:34]2[N:38]([C:41]3[C:46]([Cl:47])=[CH:45][CH:44]=[CH:43][N:42]=3)[N:39]=[CH:40][C:33]=12)[C:27]([NH:12][C:9]1[CH:8]=[CH:7][C:6]([Cl:5])=[CH:11][N:10]=1)=[O:28])[CH3:23])([C:16]([CH3:19])([CH3:18])[CH3:17])([CH3:15])[CH3:14]. The catalyst class is: 260. (2) Reactant: B(Br)(Br)Br.[F:5][C:6]1[CH:7]=[C:8]([CH:11]=[C:12]([F:16])[C:13]=1[O:14]C)[C:9]#[N:10]. Product: [F:5][C:6]1[CH:7]=[C:8]([CH:11]=[C:12]([F:16])[C:13]=1[OH:14])[C:9]#[N:10]. The catalyst class is: 4.